Dataset: Catalyst prediction with 721,799 reactions and 888 catalyst types from USPTO. Task: Predict which catalyst facilitates the given reaction. (1) Reactant: [NH:1]([C:10]([O:12][C:13]([CH3:16])([CH3:15])[CH3:14])=[O:11])[C@H:2]([C:7]([OH:9])=O)[C:3]([CH3:6])([CH3:5])[CH3:4].CN(C(ON1N=NC2C=CC=NC1=2)=[N+](C)C)C.F[P-](F)(F)(F)(F)F.CCN(C(C)C)C(C)C.[CH:50]1([N:55]2[CH2:59][CH:58]([C:60]3[C:68]4[C:63](=[CH:64][C:65]([F:69])=[CH:66][CH:67]=4)[NH:62][CH:61]=3)[CH:57]3[NH:70][CH2:71][CH2:72][CH:56]23)[CH2:54][CH2:53][CH2:52][CH2:51]1. Product: [C:13]([O:12][C:10](=[O:11])[NH:1][CH:2]([C:7]([N:70]1[CH2:71][CH2:72][CH:56]2[N:55]([CH:50]3[CH2:54][CH2:53][CH2:52][CH2:51]3)[CH2:59][CH:58]([C:60]3[C:68]4[C:63](=[CH:64][C:65]([F:69])=[CH:66][CH:67]=4)[NH:62][CH:61]=3)[CH:57]12)=[O:9])[C:3]([CH3:4])([CH3:5])[CH3:6])([CH3:16])([CH3:15])[CH3:14]. The catalyst class is: 296. (2) Product: [CH3:21][O:20][C:18]1[CH:19]=[C:14]([CH:10]([N+:11]#[C-:12])[S:7]([C:4]2[CH:3]=[CH:2][C:1]([CH3:26])=[CH:6][CH:5]=2)(=[O:8])=[O:9])[CH:15]=[C:16]([O:24][CH3:25])[C:17]=1[O:22][CH3:23]. Reactant: [C:1]1([CH3:26])[CH:6]=[CH:5][C:4]([S:7]([CH:10]([C:14]2[CH:19]=[C:18]([O:20][CH3:21])[C:17]([O:22][CH3:23])=[C:16]([O:24][CH3:25])[CH:15]=2)[NH:11][CH:12]=O)(=[O:9])=[O:8])=[CH:3][CH:2]=1.P(Cl)(Cl)(Cl)=O.C(N(CC)CC)C. The catalyst class is: 216. (3) Reactant: [CH:1]1([CH:4]([CH:12]2[CH2:14][CH2:13]2)[NH:5]S(C(C)(C)C)=O)[CH2:3][CH2:2]1.[ClH:15].O1CCOCC1. Product: [Cl-:15].[CH:1]1([CH:4]([CH:12]2[CH2:14][CH2:13]2)[NH3+:5])[CH2:3][CH2:2]1. The catalyst class is: 5. (4) Reactant: [F:1][C:2]([P:8](=[O:15])([O:12][CH2:13][CH3:14])[O:9][CH2:10][CH3:11])([F:7])[CH2:3][CH2:4][CH2:5]I.[N-:16]=[N+:17]=[N-:18].[Na+]. Product: [N:16]([CH2:5][CH2:4][CH2:3][C:2]([P:8](=[O:15])([O:12][CH2:13][CH3:14])[O:9][CH2:10][CH3:11])([F:7])[F:1])=[N+:17]=[N-:18]. The catalyst class is: 39.